This data is from Peptide-MHC class I binding affinity with 185,985 pairs from IEDB/IMGT. The task is: Regression. Given a peptide amino acid sequence and an MHC pseudo amino acid sequence, predict their binding affinity value. This is MHC class I binding data. (1) The peptide sequence is WATSSFREK. The MHC is HLA-A11:01 with pseudo-sequence HLA-A11:01. The binding affinity (normalized) is 0.338. (2) The peptide sequence is FMHCKKGCRCL. The MHC is Mamu-A11 with pseudo-sequence Mamu-A11. The binding affinity (normalized) is 0. (3) The peptide sequence is KSKPRIHGY. The MHC is HLA-A25:01 with pseudo-sequence HLA-A25:01. The binding affinity (normalized) is 0.0847. (4) The peptide sequence is SGSGFWKALT. The MHC is Mamu-B3901 with pseudo-sequence Mamu-B3901. The binding affinity (normalized) is 0.164. (5) The peptide sequence is LARLFLYAL. The MHC is HLA-B08:01 with pseudo-sequence HLA-B08:01. The binding affinity (normalized) is 0.770. (6) The peptide sequence is RDRFKRTSF. The MHC is HLA-A02:11 with pseudo-sequence HLA-A02:11. The binding affinity (normalized) is 0.0847. (7) The peptide sequence is TVAWRTATL. The MHC is HLA-B07:02 with pseudo-sequence HLA-B07:02. The binding affinity (normalized) is 0.880. (8) The peptide sequence is MMNIYLNFPW. The MHC is Mamu-B17 with pseudo-sequence Mamu-B17. The binding affinity (normalized) is 1.00. (9) The peptide sequence is RDALGRTAL. The MHC is HLA-A69:01 with pseudo-sequence HLA-A69:01. The binding affinity (normalized) is 0.0847. (10) The peptide sequence is ALRTDYNASV. The MHC is HLA-A02:02 with pseudo-sequence HLA-A02:02. The binding affinity (normalized) is 0.852.